From a dataset of Forward reaction prediction with 1.9M reactions from USPTO patents (1976-2016). Predict the product of the given reaction. (1) Given the reactants [F:1][C:2]1[CH:36]=[C:35]([F:37])[CH:34]=[CH:33][C:3]=1[CH2:4][N:5]([CH2:16][C:17]1[CH:32]=[CH:31][C:20]([O:21][C:22]2[CH:23]=[C:24]([OH:30])[CH:25]=[C:26]([O:28][CH3:29])[CH:27]=2)=[CH:19][CH:18]=1)[C:6]1[CH:11]=[CH:10][CH:9]=[C:8]([N+:12]([O-:14])=[O:13])[C:7]=1[CH3:15].[C:38]([O:42][CH2:43][CH3:44])(=[O:41])[CH2:39]O, predict the reaction product. The product is: [F:1][C:2]1[CH:36]=[C:35]([F:37])[CH:34]=[CH:33][C:3]=1[CH2:4][N:5]([CH2:16][C:17]1[CH:32]=[CH:31][C:20]([O:21][C:22]2[CH:23]=[C:24]([CH:25]=[C:26]([O:28][CH3:29])[CH:27]=2)[O:30][CH2:39][C:38]([O:42][CH2:43][CH3:44])=[O:41])=[CH:19][CH:18]=1)[C:6]1[CH:11]=[CH:10][CH:9]=[C:8]([N+:12]([O-:14])=[O:13])[C:7]=1[CH3:15]. (2) Given the reactants C(OC([N:8]1[CH2:13][CH2:12][N:11]2[C:14]([CH:18]3[CH2:20][CH2:19]3)=[N:15][C:16]([Cl:17])=[C:10]2[CH:9]1[CH2:21][CH2:22][C:23]1[CH:28]=[CH:27][C:26]([O:29][CH:30]([F:32])[F:31])=[CH:25][CH:24]=1)=O)(C)(C)C.Cl.O1CCOCC1.C([O-])([O-])=O.[Na+].[Na+], predict the reaction product. The product is: [Cl:17][C:16]1[N:15]=[C:14]([CH:18]2[CH2:20][CH2:19]2)[N:11]2[CH2:12][CH2:13][NH:8][CH:9]([CH2:21][CH2:22][C:23]3[CH:24]=[CH:25][C:26]([O:29][CH:30]([F:32])[F:31])=[CH:27][CH:28]=3)[C:10]=12. (3) Given the reactants [NH2:1][C:2]1[C:11]([O:12][CH3:13])=[CH:10][CH:9]=[CH:8][C:3]=1[C:4]([O:6][CH3:7])=[O:5].[Br:14]Br.O, predict the reaction product. The product is: [NH2:1][C:2]1[C:11]([O:12][CH3:13])=[CH:10][C:9]([Br:14])=[CH:8][C:3]=1[C:4]([O:6][CH3:7])=[O:5]. (4) The product is: [CH3:11][C:12]1([CH3:28])[C:16]([CH3:18])([CH3:17])[O:15][B:14]([C:2]2[CH:3]=[N:4][N:5]3[CH:10]=[CH:9][N:8]=[CH:7][C:6]=23)[O:13]1. Given the reactants Br[C:2]1[CH:3]=[N:4][N:5]2[CH:10]=[CH:9][N:8]=[CH:7][C:6]=12.[CH3:11][C:12]1([CH3:28])[C:16]([CH3:18])([CH3:17])[O:15][B:14](C2C=NN3C=CC=CC=23)[O:13]1, predict the reaction product. (5) The product is: [CH3:26][N:25]1[CH2:30][CH2:29][O:67][CH2:68][CH2:27]1.[CH:34]([NH:8][CH:12]([CH3:11])[CH3:13])([CH3:39])[CH3:35]. Given the reactants F[P-](F)(F)(F)(F)F.[N:8]1(O[P+]([N:25]([CH3:27])[CH3:26])(N(C)C)N(C)C)[C:12]2[CH:13]=CC=C[C:11]=2N=N1.C[CH2:29][CH2:30]P(=O)=O.[CH:34]1(N=C=NC2CCCCC2)[CH2:39]CCC[CH2:35]1.C[NH3+].F[P-](F)(F)(F)(F)F.N1([O:67][C:68](N(C)C)=[N+](C)C)C2N=CC=CC=2N=N1.F[P-](F)(F)(F)(F)F, predict the reaction product.